From a dataset of Retrosynthesis with 50K atom-mapped reactions and 10 reaction types from USPTO. Predict the reactants needed to synthesize the given product. (1) Given the product Cc1cnc(N2CCN(C(=O)c3ccc(Br)cc3F)CC2)c(C)c1, predict the reactants needed to synthesize it. The reactants are: Cc1cnc(N2CCNCC2)c(C)c1.O=C(Cl)c1ccc(Br)cc1F. (2) The reactants are: Cc1c(Cl)nnc(Cl)c1C.O=C1CCC(=O)N1Br. Given the product Cc1c(Cl)nnc(Cl)c1CBr, predict the reactants needed to synthesize it. (3) Given the product O=C1OCCN1c1ccc(Oc2ccc3c(c2)CCN(C2CCC2)CC3)nc1, predict the reactants needed to synthesize it. The reactants are: Ic1ccc(Oc2ccc3c(c2)CCN(C2CCC2)CC3)nc1.O=C1NCCO1. (4) Given the product COc1cc(C(=O)N(C)c2ccc(C)cc2OCCCCCC=O)ccc1NC(=O)c1ccccc1OCCCNC(=O)OC(C)(C)C, predict the reactants needed to synthesize it. The reactants are: COc1cc(C(=O)N(C)c2ccc(C)cc2OCCCCCCO)ccc1NC(=O)c1ccccc1OCCCNC(=O)OC(C)(C)C. (5) Given the product CC(=O)N1CCN(C(=O)CN(C2CCCCC2)C2(Cc3cccc(Cl)c3)C(=O)Nc3cc(Cl)ccc32)CC1, predict the reactants needed to synthesize it. The reactants are: CC(=O)N1CCNCC1.O=C(O)CN(C1CCCCC1)C1(Cc2cccc(Cl)c2)C(=O)Nc2cc(Cl)ccc21. (6) Given the product N#Cc1cc(N2CCCc3oc(-c4ccccn4)nc3C2)cc(F)c1F, predict the reactants needed to synthesize it. The reactants are: N#Cc1cc(Br)cc(F)c1F.c1ccc(-c2nc3c(o2)CCCNC3)nc1. (7) Given the product CC(C)N1CCCN(C(=O)c2ccc(C(O)C3CCCCC3)cc2)CC1, predict the reactants needed to synthesize it. The reactants are: CC(C)N1CCCN(C(=O)c2ccc(C=O)cc2)CC1.[Mg+]C1CCCCC1.